Dataset: Forward reaction prediction with 1.9M reactions from USPTO patents (1976-2016). Task: Predict the product of the given reaction. (1) Given the reactants C([O:5][C:6]([N:8]1[CH2:13][CH2:12][N:11]([C:14]2[CH:19]=[CH:18][C:17]([C:20]3[O:24][C:23]([NH:25][C:26]4[CH:27]=[N:28][CH:29]=[CH:30][CH:31]=4)=[N:22][C:21]=3[C:32](O)=[O:33])=[CH:16][CH:15]=2)[CH2:10][CH2:9]1)=[O:7])(C)(C)C.F[P-](F)(F)(F)(F)F.C[N+](C)=C(N(C)C)O.C([N:53](C(C)C)CC)(C)C.N.O1CCOCC1.F[P-](F)(F)(F)(F)F.N1(OC(N(C)C)=[N+](C)C)[C:77]2N=C[CH:80]=[CH:81][C:76]=2N=N1, predict the reaction product. The product is: [C:32]([C:21]1[N:22]=[C:23]([NH:25][C:26]2[CH:27]=[N:28][CH:29]=[CH:30][CH:31]=2)[O:24][C:20]=1[C:17]1[CH:16]=[CH:15][C:14]([N:11]2[CH2:10][CH2:9][N:8]([C:6]([O:5][CH2:77][CH2:76][CH2:81][CH3:80])=[O:7])[CH2:13][CH2:12]2)=[CH:19][CH:18]=1)(=[O:33])[NH2:53]. (2) Given the reactants Cl.Cl.[NH:3]1[CH2:8][CH2:7][CH:6]([CH2:9][N:10]2[CH2:20][C:19]3[N:21]4[C:12](=[CH:13][N:14]=[C:15]4[CH:16]=[CH:17][CH:18]=3)[C:11]2=[O:22])[CH2:5][CH2:4]1.C(N(CC)CC)C.FC(F)(F)C(F)(F)C([O:35][C:36](=O)[C:37]([F:43])([F:42])[C:38]([F:41])([F:40])[F:39])=O, predict the reaction product. The product is: [F:42][C:37]([F:43])([C:38]([F:41])([F:40])[F:39])[C:36]([N:3]1[CH2:8][CH2:7][CH:6]([CH2:9][N:10]2[CH2:20][C:19]3[N:21]4[C:12](=[CH:13][N:14]=[C:15]4[CH:16]=[CH:17][CH:18]=3)[C:11]2=[O:22])[CH2:5][CH2:4]1)=[O:35]. (3) Given the reactants [F:1][C:2]([F:14])([F:13])[C:3]1[CH:4]=[CH:5][C:6]([I:12])=[C:7](CC#N)[CH:8]=1.[OH-:15].[Na+].[CH2:17]([OH:19])[CH3:18], predict the reaction product. The product is: [F:1][C:2]([F:14])([F:13])[C:3]1[CH:4]=[CH:5][C:6]([I:12])=[C:7]([CH2:18][C:17]([OH:15])=[O:19])[CH:8]=1. (4) Given the reactants C[O:2][C:3](=[O:21])[C:4]1[CH:9]=[CH:8][C:7]([CH3:10])=[N:6][C:5]=1[C:11]1[CH:16]=[CH:15][C:14]([C:17]([F:20])([F:19])[F:18])=[CH:13][CH:12]=1.[OH-].[Na+].O.Cl, predict the reaction product. The product is: [CH3:10][C:7]1[CH:8]=[CH:9][C:4]([C:3]([OH:21])=[O:2])=[C:5]([C:11]2[CH:16]=[CH:15][C:14]([C:17]([F:19])([F:18])[F:20])=[CH:13][CH:12]=2)[N:6]=1. (5) The product is: [C:27]([C:24]1[C:25]([Cl:26])=[C:21]([C:19]2[NH:18][C:12]3[C:11]([C:32]([F:35])([F:34])[F:33])=[CH:10][C:9]([C:3]4[C:2]([F:1])=[CH:7][CH:6]=[CH:5][C:4]=4[F:8])=[CH:14][C:13]=3[N:15]=2)[N:22]([CH3:31])[N:23]=1)([CH3:30])([CH3:29])[CH3:28]. Given the reactants [F:1][C:2]1[CH:7]=[CH:6][CH:5]=[C:4]([F:8])[C:3]=1[C:9]1[CH:14]=[C:13]([N+:15]([O-])=O)[C:12]([NH:18][C:19]([C:21]2[N:22]([CH3:31])[N:23]=[C:24]([C:27]([CH3:30])([CH3:29])[CH3:28])[C:25]=2[Cl:26])=O)=[C:11]([C:32]([F:35])([F:34])[F:33])[CH:10]=1, predict the reaction product. (6) Given the reactants [CH3:1][C:2]1[N:3]=[C:4]([C:7]2[C:8]3[CH2:16][CH2:15][CH2:14][CH2:13][C:9]=3[S:10][C:11]=2[NH2:12])[S:5][CH:6]=1.[C:17]([O:21][C:22](=[O:32])[CH2:23][N:24]1[CH2:28][CH2:27][CH2:26][CH:25]1[C:29]([O-])=[O:30])([CH3:20])([CH3:19])[CH3:18].[Li+].F[B-](F)(F)F.BrC1C=CC=C[N+]=1CC.CCN(C(C)C)C(C)C.[NH4+].[Cl-], predict the reaction product. The product is: [CH3:1][C:2]1[N:3]=[C:4]([C:7]2[C:8]3[CH2:16][CH2:15][CH2:14][CH2:13][C:9]=3[S:10][C:11]=2[NH:12][C:29]([CH:25]2[CH2:26][CH2:27][CH2:28][N:24]2[CH2:23][C:22]([O:21][C:17]([CH3:20])([CH3:19])[CH3:18])=[O:32])=[O:30])[S:5][CH:6]=1. (7) Given the reactants C(O[C:6]([N:8]1[CH2:12][CH2:11][CH2:10][C@H:9]1[CH2:13][N:14]([C:26]([C:28]1[CH:38]=[C:37]([O:39][CH3:40])[C:31]2[O:32][C:33]([CH3:36])([CH3:35])[O:34][C:30]=2[CH:29]=1)=[O:27])[CH2:15][C:16]1[CH:25]=[N:24][C:23]2[C:18](=[CH:19][CH:20]=[CH:21][CH:22]=2)[N:17]=1)=O)(C)(C)C.ClCCl.[C:44]1(=O)[CH2:47]C[CH2:45]1.C(O[BH-](OC(=O)C)OC(=O)C)(=O)C.[Na+], predict the reaction product. The product is: [CH:6]1([N:8]2[CH2:12][CH2:11][CH2:10][C@H:9]2[CH2:13][N:14]([CH2:15][C:16]2[CH:25]=[N:24][C:23]3[C:18](=[CH:19][CH:20]=[CH:21][CH:22]=3)[N:17]=2)[C:26]([C:28]2[CH:38]=[C:37]([O:39][CH3:40])[C:31]3[O:32][C:33]([CH3:35])([CH3:36])[O:34][C:30]=3[CH:29]=2)=[O:27])[CH2:47][CH2:44][CH2:45]1.